Task: Binary Classification. Given a T-cell receptor sequence (or CDR3 region) and an epitope sequence, predict whether binding occurs between them.. Dataset: TCR-epitope binding with 47,182 pairs between 192 epitopes and 23,139 TCRs (1) The epitope is IYSKHTPINL. The TCR CDR3 sequence is CASSLRTGGQETQYF. Result: 1 (the TCR binds to the epitope). (2) Result: 1 (the TCR binds to the epitope). The TCR CDR3 sequence is CASSKPLYEQYF. The epitope is LPPIVAKEI. (3) The epitope is PROT_97E67BCC. The TCR CDR3 sequence is CASSAKTSGGSDTQYF. Result: 1 (the TCR binds to the epitope). (4) The epitope is ALLADKFPV. The TCR CDR3 sequence is CATSDLDGTSGSYNEQFF. Result: 0 (the TCR does not bind to the epitope). (5) The epitope is VVYRGTTTY. The TCR CDR3 sequence is CASSQDARRGKETQYF. Result: 1 (the TCR binds to the epitope). (6) The epitope is PROT_97E67BCC. The TCR CDR3 sequence is CASSELASGSYEQYF. Result: 1 (the TCR binds to the epitope).